From a dataset of Forward reaction prediction with 1.9M reactions from USPTO patents (1976-2016). Predict the product of the given reaction. (1) Given the reactants O[CH2:2][C:3]1[CH:4]=[C:5]2[C:9](=[CH:10][CH:11]=1)[CH2:8][C@@H:7]([NH:12][S:13]([CH:16]([CH3:18])[CH3:17])(=[O:15])=[O:14])[CH2:6]2.S(Cl)(Cl)=O.[F:23][C:24]([F:35])([F:34])[C:25]1[CH:29]=[C:28]([C:30]([F:33])([F:32])[F:31])[NH:27][N:26]=1.C(=O)([O-])[O-].[K+].[K+], predict the reaction product. The product is: [F:33][C:30]([F:31])([F:32])[C:28]1[CH:29]=[C:25]([C:24]([F:23])([F:34])[F:35])[N:26]([CH2:2][C:3]2[CH:4]=[C:5]3[C:9](=[CH:10][CH:11]=2)[CH2:8][C@@H:7]([NH:12][S:13]([CH:16]([CH3:18])[CH3:17])(=[O:15])=[O:14])[CH2:6]3)[N:27]=1. (2) Given the reactants [C:1]([O:5][C:6]([N:8]1[CH2:13][CH:12]2[CH2:14][CH:9]1[CH2:10][N:11]2[C:15]1[CH:20]=[CH:19][C:18]([C:21](=O)[CH:22]=[CH:23][N:24](C)[CH3:25])=[C:17]([F:28])[CH:16]=1)=[O:7])([CH3:4])([CH3:3])[CH3:2].[F:29][C:30]1[CH:31]=[CH:32][C:33]([C:39]2[C:43]([C:44]3[CH:49]=[CH:48][N:47]=[CH:46][CH:45]=3)=[N:42][NH:41]C=2N)=[C:34]2[C:38]=1[NH:37][N:36]=[CH:35]2.FC(F)(F)C(O)=O, predict the reaction product. The product is: [C:1]([O:5][C:6]([N:8]1[CH2:13][CH:12]2[CH2:14][CH:9]1[CH2:10][N:11]2[C:15]1[CH:20]=[CH:19][C:18]([C:21]2[N:41]3[N:42]=[C:43]([C:44]4[CH:45]=[CH:46][N:47]=[CH:48][CH:49]=4)[C:39]([C:33]4[CH:32]=[CH:31][C:30]([F:29])=[C:38]5[C:34]=4[CH:35]=[N:36][NH:37]5)=[C:25]3[N:24]=[CH:23][CH:22]=2)=[C:17]([F:28])[CH:16]=1)=[O:7])([CH3:3])([CH3:4])[CH3:2]. (3) Given the reactants [Br:1][C:2]1[CH:3]=[C:4]([NH:10][C:11]2[N:12]=[CH:13][C:14]([N:17]3[CH2:22][CH2:21][N:20](C(OC(C)(C)C)=O)[CH2:19][C@@H:18]3[CH3:30])=[N:15][CH:16]=2)[C:5](=[O:9])[N:6]([CH3:8])[CH:7]=1.FC(F)(F)C(O)=O, predict the reaction product. The product is: [Br:1][C:2]1[CH:3]=[C:4]([NH:10][C:11]2[CH:16]=[N:15][C:14]([N:17]3[CH2:22][CH2:21][NH:20][CH2:19][C@@H:18]3[CH3:30])=[CH:13][N:12]=2)[C:5](=[O:9])[N:6]([CH3:8])[CH:7]=1. (4) The product is: [CH3:16][N:17]([CH3:25])[CH:18]1[CH2:23][CH2:22][CH:21]([N:1]([CH2:12][CH3:13])[C:2]2[S:6][CH:5]=[C:4]([C:7]([O:9][CH3:10])=[O:8])[C:3]=2[CH3:11])[CH2:20][CH2:19]1. Given the reactants [NH2:1][C:2]1[S:6][CH:5]=[C:4]([C:7]([O:9][CH3:10])=[O:8])[C:3]=1[CH3:11].[CH3:12][C:13](O)=O.[CH3:16][N:17]([CH3:25])[CH:18]1[CH2:23][CH2:22][C:21](=O)[CH2:20][CH2:19]1.[BH-](OC(C)=O)(OC(C)=O)OC(C)=O.[Na+].C(=O)C.CC1C=C(C)NC(=O)C=1CNC(C1C(C)=C(N([C@H]2CC[C@@H](N(C)C)CC2)CC)SC=1)=O.CC1C=C(C)NC(=O)C=1CNC(C1C(C)=C(N([C@H]2CC[C@H](N(C)C)CC2)CC)SC=1)=O, predict the reaction product. (5) Given the reactants [CH3:1][C:2]1[CH:3]=[C:4]([C:8](=[O:25])[CH2:9][C:10]2[CH:15]=[CH:14][N:13]=[C:12]([NH:16][C:17](=[O:24])[C:18]3[CH:23]=[CH:22][CH:21]=[CH:20][CH:19]=3)[CH:11]=2)[CH:5]=[CH:6][CH:7]=1.[Br:26]Br, predict the reaction product. The product is: [BrH:26].[Br:26][CH:9]([C:10]1[CH:15]=[CH:14][N:13]=[C:12]([NH:16][C:17](=[O:24])[C:18]2[CH:19]=[CH:20][CH:21]=[CH:22][CH:23]=2)[CH:11]=1)[C:8]([C:4]1[CH:5]=[CH:6][CH:7]=[C:2]([CH3:1])[CH:3]=1)=[O:25].